From a dataset of Forward reaction prediction with 1.9M reactions from USPTO patents (1976-2016). Predict the product of the given reaction. The product is: [CH:28]1([C@:6]2([C:4]#[N:5])[CH2:10][CH2:9][N:8]([C:11]3[CH:16]=[CH:15][N:14]=[C:13]([NH:17][C:18]4[CH:26]=[CH:25][C:21]([C:22]([N:39]5[CH:32]6[CH2:38][CH2:37][CH:36]5[CH2:35][O:34][CH2:33]6)=[O:23])=[CH:20][N:19]=4)[CH:12]=3)[C:7]2=[O:27])[CH2:29][CH2:30]1. Given the reactants Cl.Cl.Cl.[C:4]([C@@:6]1([CH:28]2[CH2:30][CH2:29]2)[CH2:10][CH2:9][N:8]([C:11]2[CH:16]=[CH:15][N:14]=[C:13]([NH:17][C:18]3[CH:26]=[CH:25][C:21]([C:22](O)=[O:23])=[CH:20][N:19]=3)[CH:12]=2)[C:7]1=[O:27])#[N:5].Cl.[CH:32]12[NH:39][CH:36]([CH2:37][CH2:38]1)[CH2:35][O:34][CH2:33]2.C(N(CC)C(C)C)(C)C.F[P-](F)(F)(F)(F)F.N1(OC(N(C)C)=[N+](C)C)C2N=CC=CC=2N=N1.C(=O)([O-])O.[Na+], predict the reaction product.